Dataset: NCI-60 drug combinations with 297,098 pairs across 59 cell lines. Task: Regression. Given two drug SMILES strings and cell line genomic features, predict the synergy score measuring deviation from expected non-interaction effect. Drug 1: CCCS(=O)(=O)NC1=C(C(=C(C=C1)F)C(=O)C2=CNC3=C2C=C(C=N3)C4=CC=C(C=C4)Cl)F. Drug 2: C(CC(=O)O)C(=O)CN.Cl. Cell line: NCI-H460. Synergy scores: CSS=10.2, Synergy_ZIP=-1.26, Synergy_Bliss=3.64, Synergy_Loewe=2.18, Synergy_HSA=1.79.